From a dataset of Catalyst prediction with 721,799 reactions and 888 catalyst types from USPTO. Predict which catalyst facilitates the given reaction. (1) Reactant: Br[C:2]1[S:3][C:4]([S:7][CH3:8])=[N:5][N:6]=1.[CH:9]1[C:18]2[C:13](=[CH:14][C:15](B(O)O)=[CH:16][CH:17]=2)[CH:12]=[CH:11][N:10]=1.C([O-])([O-])=O.[Na+].[Na+]. Product: [CH3:8][S:7][C:4]1[S:3][C:2]([C:15]2[CH:14]=[C:13]3[C:18](=[CH:17][CH:16]=2)[CH:9]=[N:10][CH:11]=[CH:12]3)=[N:6][N:5]=1. The catalyst class is: 276. (2) Product: [C:1]([O:8][CH3:9])(=[O:7])/[CH:2]=[CH:3]/[C:4]([O:6][CH2:11][C:12]([N:14]1[CH2:19][CH2:18][O:17][CH2:16][CH2:15]1)=[O:13])=[O:5]. Reactant: [C:1]([O:8][CH3:9])(=[O:7])/[CH:2]=[CH:3]/[C:4]([OH:6])=[O:5].Cl[CH2:11][C:12]([N:14]1[CH2:19][CH2:18][O:17][CH2:16][CH2:15]1)=[O:13]. The catalyst class is: 37. (3) Reactant: [C:1]([O:5][C:6]([NH:8][CH2:9][CH2:10][CH2:11][C@H:12]([NH:16]C(=O)OCC1C=CC=CC=1)[CH2:13][CH2:14][OH:15])=[O:7])([CH3:4])([CH3:3])[CH3:2]. Product: [NH2:16][C@H:12]([CH2:13][CH2:14][OH:15])[CH2:11][CH2:10][CH2:9][NH:8][C:6](=[O:7])[O:5][C:1]([CH3:4])([CH3:2])[CH3:3]. The catalyst class is: 29. (4) Reactant: [CH3:1][O:2][C:3](=[O:13])[CH2:4][CH2:5][O:6][CH2:7][CH2:8][O:9][CH2:10][CH:11]=C.C(=O)(O)[O-:15].[Na+].O=[O+][O-].C1C=CC(P(C2C=CC=CC=2)C2C=CC=CC=2)=CC=1. Product: [CH3:1][O:2][C:3](=[O:13])[CH2:4][CH2:5][O:6][CH2:7][CH2:8][O:9][CH2:10][CH:11]=[O:15]. The catalyst class is: 2. (5) Reactant: [OH:1][C:2]1[CH:3]=[C:4]([C:15]([O:17][CH3:18])=[O:16])[CH:5]=[C:6]([C:8]2[CH:13]=[CH:12][C:11]([CH3:14])=[CH:10][CH:9]=2)[CH:7]=1.C1(P(C2C=CC=CC=2)C2C=CC=CC=2)C=CC=CC=1.[O:38]1[CH2:42][CH2:41][CH2:40][CH:39]1[CH2:43]O.N(C(OC(C)C)=O)=NC(OC(C)C)=O. Product: [CH3:14][C:11]1[CH:10]=[CH:9][C:8]([C:6]2[CH:7]=[C:2]([O:1][CH2:43][CH:39]3[CH2:40][CH2:41][CH2:42][O:38]3)[CH:3]=[C:4]([C:15]([O:17][CH3:18])=[O:16])[CH:5]=2)=[CH:13][CH:12]=1. The catalyst class is: 2. (6) Reactant: CC(OC(/N=N/C(OC(C)C)=O)=O)C.[OH:15][C@H:16]1[CH2:20][CH2:19][N:18](C(OC(C)(C)C)=O)[CH2:17]1.[N:28]1[CH:33]=[CH:32][CH:31]=[C:30](O)[CH:29]=1.C1(P(C2C=CC=CC=2)C2C=CC=CC=2)C=CC=CC=1. Product: [N:28]1[CH:33]=[CH:32][CH:31]=[C:30]([O:15][C@@H:16]2[CH2:20][CH2:19][NH:18][CH2:17]2)[CH:29]=1. The catalyst class is: 2.